Dataset: Reaction yield outcomes from USPTO patents with 853,638 reactions. Task: Predict the reaction yield, written as a fraction of the theoretical maximum amount of product (1.0 means a 100% yield; for example, 0.34 means a 34% yield). (1) The product is [C:38]([O:42][C:43](=[O:46])[CH3:44])([CH3:41])([CH3:40])[CH3:39].[C:1]([Si:5]([CH3:37])([CH3:36])[O:6][CH:7]([C:32]([CH3:35])([CH3:34])[CH3:33])[CH2:8][O:9][C:10]1[CH:15]=[CH:14][C:13]([C:16]([C:21]2[S:25][C:24]([S:26]([NH2:45])(=[O:28])=[O:27])=[C:23]([CH3:30])[CH:22]=2)([CH2:19][CH3:20])[CH2:17][CH3:18])=[CH:12][C:11]=1[CH3:31])([CH3:4])([CH3:3])[CH3:2]. The reactants are [C:1]([Si:5]([CH3:37])([CH3:36])[O:6][CH:7]([C:32]([CH3:35])([CH3:34])[CH3:33])[CH2:8][O:9][C:10]1[CH:15]=[CH:14][C:13]([C:16]([C:21]2[S:25][C:24]([S:26](Cl)(=[O:28])=[O:27])=[C:23]([CH3:30])[CH:22]=2)([CH2:19][CH3:20])[CH2:17][CH3:18])=[CH:12][C:11]=1[CH3:31])([CH3:4])([CH3:3])[CH3:2].[C:38]([O:42][C:43](=[O:46])[CH2:44][NH2:45])([CH3:41])([CH3:40])[CH3:39]. The yield is 0.200. No catalyst specified. (2) The reactants are [F:1][C:2]1[CH:3]=[C:4]([CH:7]=[C:8]([O:17][CH3:18])[C:9]=1[O:10][CH2:11][CH2:12][C:13]([F:16])([F:15])[F:14])[CH:5]=[O:6].P([O-])(O)(O)=[O:20].[Na+].CC(=CC)C.Cl([O-])=O.[Na+].Cl. The catalyst is CC(O)(C)C.O.C(#N)C.C(OCC)(=O)C. The product is [F:1][C:2]1[CH:3]=[C:4]([CH:7]=[C:8]([O:17][CH3:18])[C:9]=1[O:10][CH2:11][CH2:12][C:13]([F:15])([F:16])[F:14])[C:5]([OH:20])=[O:6]. The yield is 0.750.